Dataset: Forward reaction prediction with 1.9M reactions from USPTO patents (1976-2016). Task: Predict the product of the given reaction. (1) Given the reactants [OH:1][CH2:2][C@H:3]1[C@H:7]([CH3:8])[CH2:6][N:5]([C:9]([O:11][C:12]([CH3:15])([CH3:14])[CH3:13])=[O:10])[CH2:4]1.[H-].[Na+].[Cl:18][C:19]1[N:20]=[C:21](Cl)[C:22]2[CH:27]=[CH:26][N:25]([CH2:28][O:29][CH2:30][CH2:31][Si:32]([CH3:35])([CH3:34])[CH3:33])[C:23]=2[N:24]=1, predict the reaction product. The product is: [Cl:18][C:19]1[N:20]=[C:21]([O:1][CH2:2][C@H:3]2[C@H:7]([CH3:8])[CH2:6][N:5]([C:9]([O:11][C:12]([CH3:14])([CH3:13])[CH3:15])=[O:10])[CH2:4]2)[C:22]2[CH:27]=[CH:26][N:25]([CH2:28][O:29][CH2:30][CH2:31][Si:32]([CH3:35])([CH3:34])[CH3:33])[C:23]=2[N:24]=1. (2) Given the reactants C([O:5][C:6](=[O:29])[CH2:7][N:8]1[C:16]2[C:11](=[CH:12][CH:13]=[CH:14][CH:15]=2)[C:10]([CH:17]2[C:21]3[CH:22]=[CH:23][CH:24]=[CH:25][C:20]=3[S:19](=[O:27])(=[O:26])[NH:18]2)=[C:9]1[CH3:28])(C)(C)C.Cl[CH2:31][C:32]1[N:33]=[C:34]([CH3:37])[S:35][CH:36]=1, predict the reaction product. The product is: [CH3:28][C:9]1[N:8]([CH2:7][C:6]([OH:5])=[O:29])[C:16]2[C:11]([C:10]=1[CH:17]1[C:21]3[CH:22]=[CH:23][CH:24]=[CH:25][C:20]=3[S:19](=[O:27])(=[O:26])[N:18]1[CH2:31][C:32]1[N:33]=[C:34]([CH3:37])[S:35][CH:36]=1)=[CH:12][CH:13]=[CH:14][CH:15]=2.